This data is from Peptide-MHC class I binding affinity with 185,985 pairs from IEDB/IMGT. The task is: Regression. Given a peptide amino acid sequence and an MHC pseudo amino acid sequence, predict their binding affinity value. This is MHC class I binding data. (1) The peptide sequence is LTMKAIEKDR. The MHC is HLA-A31:01 with pseudo-sequence HLA-A31:01. The binding affinity (normalized) is 0.410. (2) The peptide sequence is LTDDMIAAY. The MHC is HLA-A26:01 with pseudo-sequence HLA-A26:01. The binding affinity (normalized) is 0.159.